From a dataset of Forward reaction prediction with 1.9M reactions from USPTO patents (1976-2016). Predict the product of the given reaction. Given the reactants [CH2:1]([C:4]1[CH:9]=[CH:8][C:7]([Cl:10])=[C:6]([C:11]2[CH:16]=[CH:15][CH:14]=[CH:13][C:12]=2[Cl:17])[C:5]=1[OH:18])[CH:2]=[CH2:3], predict the reaction product. The product is: [Cl:17][C:12]1[CH:13]=[CH:14][CH:15]=[CH:16][C:11]=1[C:6]1[C:5]([OH:18])=[C:4]([CH:1]=[CH:2][CH3:3])[CH:9]=[CH:8][C:7]=1[Cl:10].